Predict the reactants needed to synthesize the given product. From a dataset of Full USPTO retrosynthesis dataset with 1.9M reactions from patents (1976-2016). (1) Given the product [OH:34][C:6]1[N:5]([C:16]([CH3:25])([CH3:24])[CH2:17][C:18]2[CH:23]=[CH:22][CH:21]=[CH:20][CH:19]=2)[N:4]=[C:3]([CH:26]([CH3:28])[CH3:27])[C:2]=1[C:45]([C:44]1[CH:32]=[CH:30][CH:29]=[CH:42][CH:43]=1)=[O:41], predict the reactants needed to synthesize it. The reactants are: Br[C:2]1[C:3]([CH:26]([CH3:28])[CH3:27])=[N:4][N:5]([C:16]([CH3:25])([CH3:24])[CH2:17][C:18]2[CH:23]=[CH:22][CH:21]=[CH:20][CH:19]=2)[C:6]=1C1C=CC=CC=1C([O-])=O.[CH3:29][C:30]([CH3:32])=O.C(=O)=[O:34].C([Li])CCC.[O:41]1[CH2:45][CH2:44][CH2:43][CH2:42]1. (2) The reactants are: [F:1][C:2]1[CH:11]=[C:10]2[C:5]([CH:6]=[CH:7][C:8](=[O:12])[NH:9]2)=[N:4][CH:3]=1.ClC1C=C(C=CC=1)C(OO)=[O:18]. Given the product [F:1][C:2]1[CH:3]=[N+:4]([O-:18])[C:5]2[CH:6]=[CH:7][C:8](=[O:12])[NH:9][C:10]=2[CH:11]=1, predict the reactants needed to synthesize it. (3) Given the product [F:20][C:21]1[CH:22]=[C:23]([N:41]2[CH2:45][C@H:44]([CH2:46][N:47]3[CH:51]=[CH:50][N:49]=[N:48]3)[O:43][C:42]2=[O:52])[CH:24]=[CH:25][C:26]=1[C:2]1[CH:7]=[N:6][C:5]([C:8]2[CH2:12][CH:11]([CH2:13][S:14]([CH2:17][CH2:18][OH:19])(=[O:16])=[O:15])[O:10][N:9]=2)=[CH:4][CH:3]=1, predict the reactants needed to synthesize it. The reactants are: Br[C:2]1[CH:3]=[CH:4][C:5]([C:8]2[CH2:12][CH:11]([CH2:13][S:14]([CH2:17][CH2:18][OH:19])(=[O:16])=[O:15])[O:10][N:9]=2)=[N:6][CH:7]=1.[F:20][C:21]1[CH:22]=[C:23]([N:41]2[CH2:45][C@H:44]([CH2:46][N:47]3[CH:51]=[CH:50][N:49]=[N:48]3)[O:43][C:42]2=[O:52])[CH:24]=[CH:25][C:26]=1C1C=[N+]([O-])C(C2CC(CO)ON=2)=CC=1.C(=O)([O-])[O-].[K+].[K+]. (4) Given the product [CH2:1]([O:3][CH2:4][CH2:5][O:16][C:15]1[CH:14]=[CH:13][C:10]([CH:11]=[O:12])=[CH:9][C:8]=1[OH:7])[CH3:2], predict the reactants needed to synthesize it. The reactants are: [CH2:1]([O:3][CH2:4][CH2:5]Br)[CH3:2].[OH:7][C:8]1[CH:9]=[C:10]([CH:13]=[CH:14][C:15]=1[OH:16])[CH:11]=[O:12].C(=O)([O-])[O-].[Na+].[Na+].CN(C)C=O.